The task is: Predict the reaction yield, written as a fraction of the theoretical maximum amount of product (1.0 means a 100% yield; for example, 0.34 means a 34% yield).. This data is from Reaction yield outcomes from USPTO patents with 853,638 reactions. (1) The reactants are C(P1(=O)OP(CCC)(=O)OP(CCC)(=O)O1)CC.CN(C=O)C.[NH2:24][C:25]1[CH:30]=[CH:29][NH:28][C:27](=[O:31])[CH:26]=1.[F:32][C:33]([F:46])([F:45])[O:34][C:35]1[CH:36]=[C:37]([CH2:41][C:42](O)=[O:43])[CH:38]=[CH:39][CH:40]=1. The catalyst is CCOC(C)=O. The product is [O:31]=[C:27]1[CH:26]=[C:25]([NH:24][C:42](=[O:43])[CH2:41][C:37]2[CH:38]=[CH:39][CH:40]=[C:35]([O:34][C:33]([F:45])([F:32])[F:46])[CH:36]=2)[CH:30]=[CH:29][NH:28]1. The yield is 0.620. (2) The reactants are [NH2:1][C@@H:2]1[CH2:6][CH2:5][N:4]([C:7]2[C:16]3[C:11](=[CH:12][C:13]([CH3:17])=[CH:14][CH:15]=3)[N:10]=[C:9]([C:18]3[C:23]([F:24])=[CH:22][CH:21]=[CH:20][C:19]=3[OH:25])[N:8]=2)[CH2:3]1.C(N(CC)CC)C.Cl[C:34]([O:36][CH2:37][CH2:38][O:39][CH3:40])=[O:35]. The catalyst is C1COCC1. The product is [F:24][C:23]1[CH:22]=[CH:21][CH:20]=[C:19]([OH:25])[C:18]=1[C:9]1[N:8]=[C:7]([N:4]2[CH2:5][CH2:6][C@@H:2]([NH:1][C:34](=[O:35])[O:36][CH2:37][CH2:38][O:39][CH3:40])[CH2:3]2)[C:16]2[C:11](=[CH:12][C:13]([CH3:17])=[CH:14][CH:15]=2)[N:10]=1. The yield is 0.500. (3) The reactants are [CH2:1]([C:3]1[N:8]([C:9]2[CH:14]=[CH:13][C:12]([O:15][CH:16]3[CH2:20][CH2:19][CH:18]([OH:21])[CH2:17]3)=[CH:11][CH:10]=2)[C:7](=[O:22])[C:6]([CH2:23][C:24]2[CH:29]=[CH:28][C:27]([C:30]3[CH:35]=[CH:34][CH:33]=[CH:32][C:31]=3[C:36]3[NH:40][C:39](=[O:41])[O:38][N:37]=3)=[CH:26][CH:25]=2)=[C:5]([CH2:42][CH2:43][CH3:44])[N:4]=1)[CH3:2].CC(OI1(OC(C)=O)(OC(C)=O)OC(=O)C2C1=CC=CC=2)=O. The catalyst is ClCCl.C(OCC)(=O)C. The product is [CH2:1]([C:3]1[N:8]([C:9]2[CH:10]=[CH:11][C:12]([O:15][CH:16]3[CH2:20][CH2:19][C:18](=[O:21])[CH2:17]3)=[CH:13][CH:14]=2)[C:7](=[O:22])[C:6]([CH2:23][C:24]2[CH:29]=[CH:28][C:27]([C:30]3[CH:35]=[CH:34][CH:33]=[CH:32][C:31]=3[C:36]3[NH:40][C:39](=[O:41])[O:38][N:37]=3)=[CH:26][CH:25]=2)=[C:5]([CH2:42][CH2:43][CH3:44])[N:4]=1)[CH3:2]. The yield is 0.640. (4) The reactants are [C:1]([CH2:3]P(=O)(OCC)OCC)#[N:2].[H-].[Na+].[CH3:14][C:15]1[S:16][C:17]2[C:26]3[C:25](=O)[CH2:24][CH2:23][C:22]=3[CH:21]=[CH:20][C:18]=2[N:19]=1.C(=O)([O-])O.[Na+]. The catalyst is O1CCCC1. The product is [CH3:14][C:15]1[S:16][C:17]2[C:26]3[C:25](=[CH:3][C:1]#[N:2])[CH2:24][CH2:23][C:22]=3[CH:21]=[CH:20][C:18]=2[N:19]=1. The yield is 0.540. (5) The reactants are [OH:1][C:2]1([C:8]([O:10][CH3:11])=[O:9])[CH2:7][CH2:6][NH:5][CH2:4][CH2:3]1.CCN(C(C)C)C(C)C.[Br:21][C:22]1[CH:23]=[N:24][C:25](Cl)=[N:26][CH:27]=1.CCCCCC. The catalyst is CCO. The product is [Br:21][C:22]1[CH:23]=[N:24][C:25]([N:5]2[CH2:4][CH2:3][C:2]([OH:1])([C:8]([O:10][CH3:11])=[O:9])[CH2:7][CH2:6]2)=[N:26][CH:27]=1. The yield is 0.440. (6) The reactants are [NH2:1][C:2]1[C:11]2[CH:10]=[CH:9][C:8]([F:12])=[C:7](I)[C:6]=2[N:5]=[C:4]2[CH2:14][N:15]([CH:18]3[CH2:20][CH2:19]3)[C:16](=[O:17])[C:3]=12.[CH3:21][O:22][C:23]1[CH:28]=[C:27]([O:29][CH3:30])[CH:26]=[CH:25][C:24]=1B(O)O. No catalyst specified. The product is [NH2:1][C:2]1[C:11]2[CH:10]=[CH:9][C:8]([F:12])=[C:7]([C:26]3[CH:25]=[CH:24][C:23]([O:22][CH3:21])=[CH:28][C:27]=3[O:29][CH3:30])[C:6]=2[N:5]=[C:4]2[CH2:14][N:15]([CH:18]3[CH2:20][CH2:19]3)[C:16](=[O:17])[C:3]=12. The yield is 0.717. (7) The yield is 0.930. The catalyst is Br.C(O)(=O)C. The product is [CH3:17][C:16]1[C:8]2[C:7]([OH:18])=[C:6]([C:4]([OH:5])=[O:3])[C:11](=[O:12])[N:10]([CH3:13])[C:9]=2[S:14][CH:15]=1. The reactants are C([O:3][C:4]([C:6]1[C:11](=[O:12])[N:10]([CH3:13])[C:9]2[S:14][CH:15]=[C:16]([CH3:17])[C:8]=2[C:7]=1[OH:18])=[O:5])C.Br.CC(O)C. (8) The reactants are [Cl-].O[NH3+:3].[C:4](=[O:7])([O-])[OH:5].[Na+].CS(C)=O.[CH3:13][C:14]1([CH3:53])[CH2:19][O:18][C:17]2([CH2:24][CH2:23][CH:22]([N:25]3[C:30](=[O:31])[C:29]([CH2:32][C:33]4[CH:38]=[CH:37][C:36]([C:39]5[C:40]([C:45]#[N:46])=[CH:41][CH:42]=[CH:43][CH:44]=5)=[CH:35][CH:34]=4)=[C:28]([CH2:47][CH2:48][CH3:49])[N:27]4[N:50]=[CH:51][N:52]=[C:26]34)[CH2:21][CH2:20]2)[O:16][CH2:15]1. The catalyst is C(OCC)(=O)C. The product is [CH3:53][C:14]1([CH3:13])[CH2:19][O:18][C:17]2([CH2:24][CH2:23][CH:22]([N:25]3[C:30](=[O:31])[C:29]([CH2:32][C:33]4[CH:38]=[CH:37][C:36]([C:39]5[CH:44]=[CH:43][CH:42]=[CH:41][C:40]=5[C:45]5[NH:3][C:4](=[O:7])[O:5][N:46]=5)=[CH:35][CH:34]=4)=[C:28]([CH2:47][CH2:48][CH3:49])[N:27]4[N:50]=[CH:51][N:52]=[C:26]34)[CH2:21][CH2:20]2)[O:16][CH2:15]1. The yield is 0.340.